From a dataset of Reaction yield outcomes from USPTO patents with 853,638 reactions. Predict the reaction yield, written as a fraction of the theoretical maximum amount of product (1.0 means a 100% yield; for example, 0.34 means a 34% yield). (1) The reactants are [CH2:1]([O:8][C:9]([NH:11][C:12]1[C:13]([C:23]([O:25]CC)=[O:24])=[N:14][C:15]2[C:20]([CH:21]=1)=[CH:19][CH:18]=[C:17](Br)[CH:16]=2)=[O:10])[C:2]1[CH:7]=[CH:6][CH:5]=[CH:4][CH:3]=1.[NH:28]1[CH2:33][CH2:32][CH2:31][CH2:30][C:29]1=[O:34].C1(P(C2C=CC=CC=2)C2C3OC4C(=CC=CC=4P(C4C=CC=CC=4)C4C=CC=CC=4)C(C)(C)C=3C=CC=2)C=CC=CC=1.C([O-])([O-])=O.[Cs+].[Cs+]. The catalyst is O1CCOCC1.CC([O-])=O.CC([O-])=O.[Pd+2]. The product is [CH2:1]([O:8][C:9]([NH:11][C:12]1[C:13]([C:23]([OH:25])=[O:24])=[N:14][C:15]2[C:20]([CH:21]=1)=[CH:19][CH:18]=[C:17]([N:28]1[CH2:33][CH2:32][CH2:31][CH2:30][C:29]1=[O:34])[CH:16]=2)=[O:10])[C:2]1[CH:7]=[CH:6][CH:5]=[CH:4][CH:3]=1. The yield is 0.300. (2) The reactants are [C:1](Cl)(=[O:4])[CH:2]=[CH2:3].[Cl:6][C:7]1[C:8]([C:32]2[CH:33]=[N:34][N:35]3[CH:40]=[CH:39][CH:38]=[CH:37][C:36]=23)=[N:9][C:10]([NH:13][C:14]2[CH:15]=[C:16]([NH2:31])[C:17]([N:22]3[CH2:25][C:24]4([CH2:29][CH2:28][CH2:27][N:26]4[CH3:30])[CH2:23]3)=[CH:18][C:19]=2[O:20][CH3:21])=[N:11][CH:12]=1. The catalyst is C(Cl)Cl. The product is [Cl:6][C:7]1[C:8]([C:32]2[CH:33]=[N:34][N:35]3[CH:40]=[CH:39][CH:38]=[CH:37][C:36]=23)=[N:9][C:10]([NH:13][C:14]2[C:19]([O:20][CH3:21])=[CH:18][C:17]([N:22]3[CH2:23][C:24]4([CH2:29][CH2:28][CH2:27][N:26]4[CH3:30])[CH2:25]3)=[C:16]([NH:31][C:1](=[O:4])[CH:2]=[CH2:3])[CH:15]=2)=[N:11][CH:12]=1. The yield is 0.610. (3) The catalyst is ClCCl. The yield is 0.880. The reactants are [C:1]([C:3]1[C:4]([I:25])=[C:5]([C:20]([O:22][CH2:23][CH3:24])=[O:21])[S:6][C:7]=1[NH:8]CC1C=CC(OC)=CC=1OC)#[N:2].FC(F)(F)C(O)=O. The product is [NH2:8][C:7]1[S:6][C:5]([C:20]([O:22][CH2:23][CH3:24])=[O:21])=[C:4]([I:25])[C:3]=1[C:1]#[N:2]. (4) The reactants are Br[C:2]1[CH:3]=[CH:4][C:5]([O:8][CH2:9][CH2:10][O:11][CH2:12][CH2:13][C:14]([O:16][C:17]([CH3:20])([CH3:19])[CH3:18])=[O:15])=[N:6][CH:7]=1.[N+:21]([C:24]1[CH:29]=[CH:28][C:27](B(O)O)=[CH:26][CH:25]=1)([O-:23])=[O:22].O1CCOCC1.C(=O)([O-])[O-].[K+].[K+]. The catalyst is C1C=CC([P]([Pd]([P](C2C=CC=CC=2)(C2C=CC=CC=2)C2C=CC=CC=2)([P](C2C=CC=CC=2)(C2C=CC=CC=2)C2C=CC=CC=2)[P](C2C=CC=CC=2)(C2C=CC=CC=2)C2C=CC=CC=2)(C2C=CC=CC=2)C2C=CC=CC=2)=CC=1.O. The product is [N+:21]([C:24]1[CH:29]=[CH:28][C:27]([C:2]2[CH:3]=[CH:4][C:5]([O:8][CH2:9][CH2:10][O:11][CH2:12][CH2:13][C:14]([O:16][C:17]([CH3:20])([CH3:19])[CH3:18])=[O:15])=[N:6][CH:7]=2)=[CH:26][CH:25]=1)([O-:23])=[O:22]. The yield is 0.830. (5) The reactants are [NH2:1][C:2]1[CH:16]=[CH:15][C:5]([C:6]([N:8]([CH2:10][CH2:11][N:12]([CH3:14])[CH3:13])[CH3:9])=[O:7])=[CH:4][CH:3]=1.[Br:17][C:18]1[CH:23]=[CH:22][C:21]([N:24]=[C:25]=[O:26])=[CH:20][CH:19]=1. The catalyst is C(Cl)Cl. The product is [Br:17][C:18]1[CH:23]=[CH:22][C:21]([NH:24][C:25](=[O:26])[NH:1][C:2]2[CH:16]=[CH:15][C:5]([C:6]([N:8]([CH2:10][CH2:11][N:12]([CH3:13])[CH3:14])[CH3:9])=[O:7])=[CH:4][CH:3]=2)=[CH:20][CH:19]=1. The yield is 0.670.